From a dataset of Reaction yield outcomes from USPTO patents with 853,638 reactions. Predict the reaction yield, written as a fraction of the theoretical maximum amount of product (1.0 means a 100% yield; for example, 0.34 means a 34% yield). The reactants are [OH-].[Na+].[Br:3][C:4]1[CH:9]=[CH:8][N:7]=[C:6]2[NH:10][CH:11]=[CH:12][C:5]=12.[S:13](Cl)([C:16]1[CH:22]=[CH:21][C:19]([CH3:20])=[CH:18][CH:17]=1)(=[O:15])=[O:14]. The catalyst is S([O-])(O)(=O)=O.C([N+](CCCC)(CCCC)CCCC)CCC.C(Cl)Cl. The product is [Br:3][C:4]1[CH:9]=[CH:8][N:7]=[C:6]2[N:10]([S:13]([C:16]3[CH:22]=[CH:21][C:19]([CH3:20])=[CH:18][CH:17]=3)(=[O:15])=[O:14])[CH:11]=[CH:12][C:5]=12. The yield is 0.810.